This data is from Forward reaction prediction with 1.9M reactions from USPTO patents (1976-2016). The task is: Predict the product of the given reaction. (1) The product is: [Cl:14][C:9]1[CH:10]=[CH:11][CH:12]=[CH:13][C:8]=1[C:5]([F:6])([F:7])[CH2:4][OH:3]. Given the reactants C([O:3][C:4](=O)[C:5]([C:8]1[CH:13]=[CH:12][CH:11]=[CH:10][C:9]=1[Cl:14])([F:7])[F:6])C.[BH4-].[Na+], predict the reaction product. (2) Given the reactants [CH:1]1([CH2:6][N:7]([CH2:31][CH3:32])[C:8]2[CH:13]=[CH:12][C:11]([C:14]([F:17])([F:16])[F:15])=[CH:10][C:9]=2[CH2:18][NH:19][C:20]2[N:25]=[CH:24][C:23]([O:26][CH2:27][CH2:28][S:29][CH3:30])=[CH:22][N:21]=2)[CH2:5][CH2:4][CH2:3][CH2:2]1.[H-].[Na+].Br[CH:36]([C:38]1[CH:43]=[C:42]([C:44]([F:47])([F:46])[F:45])[CH:41]=[C:40]([C:48]([F:51])([F:50])[F:49])[CH:39]=1)[CH3:37].O, predict the reaction product. The product is: [F:45][C:44]([F:46])([F:47])[C:42]1[CH:43]=[C:38]([CH:36]([N:19]([CH2:18][C:9]2[CH:10]=[C:11]([C:14]([F:15])([F:16])[F:17])[CH:12]=[CH:13][C:8]=2[N:7]([CH2:6][CH:1]2[CH2:2][CH2:3][CH2:4][CH2:5]2)[CH2:31][CH3:32])[C:20]2[N:25]=[CH:24][C:23]([O:26][CH2:27][CH2:28][S:29][CH3:30])=[CH:22][N:21]=2)[CH3:37])[CH:39]=[C:40]([C:48]([F:49])([F:50])[F:51])[CH:41]=1.